Regression/Classification. Given a drug SMILES string, predict its absorption, distribution, metabolism, or excretion properties. Task type varies by dataset: regression for continuous measurements (e.g., permeability, clearance, half-life) or binary classification for categorical outcomes (e.g., BBB penetration, CYP inhibition). Dataset: rlm. From a dataset of Rat liver microsome stability data. (1) The molecule is Cc1ccnc(NC(=S)N2CCN(c3cc(Cl)cc(Cl)c3)CC2)c1. The result is 0 (unstable in rat liver microsomes). (2) The compound is CC(=O)c1c(C)[nH]c(C(=O)Nc2cccc(S(=O)(=O)Nc3ccccn3)c2)c1C. The result is 0 (unstable in rat liver microsomes). (3) The drug is CC(C)NCC(O)CCN1c2ccccc2N(c2ccccc2)S1(=O)=O. The result is 1 (stable in rat liver microsomes). (4) The molecule is O=C1CCCC2=C1C(c1ccccc1C(F)(F)F)NC(Nc1nc3ccccc3o1)=N2. The result is 1 (stable in rat liver microsomes). (5) The molecule is CCOc1nc(C(=O)NCc2ccc(S(C)(=O)=O)cc2)cc(N)c1C#N. The result is 0 (unstable in rat liver microsomes). (6) The result is 0 (unstable in rat liver microsomes). The compound is Cc1nnsc1C1=NNC(=O)C1=Cc1cn(C)c2cccc(OCc3ccccc3)c12. (7) The molecule is CC(C)(C)c1cc(NC(=O)[C@@H]2CCCN2c2ccc(C(F)(F)F)cc2)no1. The result is 1 (stable in rat liver microsomes). (8) The compound is CCOc1ccc(CN2C(=O)c3ccccc3Sc3ccc(C(=O)NC4CCC(C)CC4)cc32)cc1. The result is 1 (stable in rat liver microsomes). (9) The molecule is CCOc1nc(NC(=O)C2(NC(=O)c3ccc4c(C5CCCC5)c(-c5cnccn5)n(C)c4c3)CCCC2)cnc1C=CC(=O)O. The result is 0 (unstable in rat liver microsomes). (10) The molecule is CC(C)(C#Cc1ccc(NC(=O)CSc2nnnn2-c2ccc(C3CC3)cc2Cl)c(Cl)c1)CC(=O)O. The result is 1 (stable in rat liver microsomes).